From a dataset of Reaction yield outcomes from USPTO patents with 853,638 reactions. Predict the reaction yield, written as a fraction of the theoretical maximum amount of product (1.0 means a 100% yield; for example, 0.34 means a 34% yield). The reactants are Br[C:2]1[CH:10]=[C:9]2[C:5]([C:6]([NH2:11])=[N:7][NH:8]2)=[CH:4][CH:3]=1.[CH:12]1([N:15]2[CH2:20][C:19]3([CH2:25][CH2:24][N:23]([S:26]([C:29]4[CH:34]=[CH:33][C:32](B5OC(C)(C)C(C)(C)O5)=[CH:31][CH:30]=4)(=[O:28])=[O:27])[CH2:22][CH2:21]3)[O:18][CH2:17][C:16]2=[O:44])[CH2:14][CH2:13]1. No catalyst specified. The product is [NH2:11][C:6]1[C:5]2[C:9](=[CH:10][C:2]([C:32]3[CH:33]=[CH:34][C:29]([S:26]([N:23]4[CH2:24][CH2:25][C:19]5([O:18][CH2:17][C:16](=[O:44])[N:15]([CH:12]6[CH2:13][CH2:14]6)[CH2:20]5)[CH2:21][CH2:22]4)(=[O:28])=[O:27])=[CH:30][CH:31]=3)=[CH:3][CH:4]=2)[NH:8][N:7]=1. The yield is 0.410.